This data is from Forward reaction prediction with 1.9M reactions from USPTO patents (1976-2016). The task is: Predict the product of the given reaction. (1) Given the reactants [H-].C([Al+]CC(C)C)C(C)C.[Cl:11][C:12]1[N:17]=[C:16]([C:18](OCC)=[O:19])[CH:15]=[C:14]([CH2:23][O:24][CH2:25][C:26]([F:29])([F:28])[F:27])[N:13]=1, predict the reaction product. The product is: [Cl:11][C:12]1[N:17]=[C:16]([CH:18]=[O:19])[CH:15]=[C:14]([CH2:23][O:24][CH2:25][C:26]([F:29])([F:27])[F:28])[N:13]=1. (2) Given the reactants [CH2:1]([Zn]CC)C.C1(C)C=CC=CC=1.ClCI.[CH3:16]/[C:17](=[CH:20]/[CH:21]([C:23]1[CH:28]=[CH:27][CH:26]=[C:25]([CH3:29])[CH:24]=1)[CH3:22])/[CH2:18][OH:19].S(=O)(=O)(O)O, predict the reaction product. The product is: [CH3:16][C@:17]1([CH2:18][OH:19])[CH2:1][C@H:20]1[C@H:21]([C:23]1[CH:28]=[CH:27][CH:26]=[C:25]([CH3:29])[CH:24]=1)[CH3:22]. (3) Given the reactants [NH2:1][CH2:2][C:3]1([N:7](CC2C=CC=CC=2)[CH2:8][C:9]2[CH:14]=[CH:13][CH:12]=[CH:11][CH:10]=2)[CH2:6][O:5][CH2:4]1, predict the reaction product. The product is: [NH2:1][CH2:2][C:3]1([NH:7][CH2:8][C:9]2[CH:14]=[CH:13][CH:12]=[CH:11][CH:10]=2)[CH2:6][O:5][CH2:4]1.